Task: Predict which catalyst facilitates the given reaction.. Dataset: Catalyst prediction with 721,799 reactions and 888 catalyst types from USPTO (1) Reactant: [OH:1][C:2]1[CH:7]=[CH:6][C:5]([C:8]2[N:12]([CH2:13][C:14]([OH:16])=O)[N:11]=[C:10]3[C:17]4[CH:18]=[CH:19][CH:20]=[C:21]([NH:25][C:26]([NH:28][N:29]5[CH2:34][CH2:33][O:32][CH2:31][CH2:30]5)=[O:27])[C:22]=4[C:23](=[O:24])[C:9]=23)=[CH:4][CH:3]=1.[NH2:35][CH2:36][CH2:37][O:38][CH2:39][CH2:40][O:41][CH2:42][CH2:43][O:44][CH2:45][CH2:46][NH:47][C:48]([CH2:50][CH2:51][C@H:52]([NH:60][C:61]([C:63]1[CH:68]=[CH:67][C:66]([N:69](C(OCC2C=CC=CC=2)=O)[CH3:70])=[CH:65][CH:64]=1)=[O:62])[C:53]([O:55][C:56]([CH3:59])([CH3:58])[CH3:57])=[O:54])=[O:49].CN(C(ON1N=NC2C=CC=CC1=2)=[N+](C)C)C.F[P-](F)(F)(F)(F)F.CCN(C(C)C)C(C)C. Product: [OH:1][C:2]1[CH:7]=[CH:6][C:5]([C:8]2[N:12]([CH2:13][C:14]([NH:35][CH2:36][CH2:37][O:38][CH2:39][CH2:40][O:41][CH2:42][CH2:43][O:44][CH2:45][CH2:46][NH:47][C:48]([CH2:50][CH2:51][C@H:52]([NH:60][C:61]([C:63]3[CH:64]=[CH:65][C:66]([NH:69][CH3:70])=[CH:67][CH:68]=3)=[O:62])[C:53]([O:55][C:56]([CH3:57])([CH3:58])[CH3:59])=[O:54])=[O:49])=[O:16])[N:11]=[C:10]3[C:17]4[CH:18]=[CH:19][CH:20]=[C:21]([NH:25][C:26](=[O:27])[NH:28][N:29]5[CH2:30][CH2:31][O:32][CH2:33][CH2:34]5)[C:22]=4[C:23](=[O:24])[C:9]=23)=[CH:4][CH:3]=1. The catalyst class is: 31. (2) Reactant: O.[OH-].[Li+].[CH:4]1([C@H:10]([NH:15][C:16]([C:18]2[CH:23]=[CH:22][C:21]([F:24])=[CH:20][C:19]=2[NH:25][C:26]([NH:28][C:29]2[C:34]([CH3:35])=[CH:33][C:32]([CH2:36][CH:37]=[CH2:38])=[CH:31][C:30]=2[CH3:39])=[O:27])=[O:17])[C:11]([O:13]C)=[O:12])[CH2:9][CH2:8][CH2:7][CH2:6][CH2:5]1.CO.Cl. Product: [CH:4]1([C@H:10]([NH:15][C:16]([C:18]2[CH:23]=[CH:22][C:21]([F:24])=[CH:20][C:19]=2[NH:25][C:26]([NH:28][C:29]2[C:34]([CH3:35])=[CH:33][C:32]([CH2:36][CH:37]=[CH2:38])=[CH:31][C:30]=2[CH3:39])=[O:27])=[O:17])[C:11]([OH:13])=[O:12])[CH2:5][CH2:6][CH2:7][CH2:8][CH2:9]1. The catalyst class is: 20. (3) Reactant: [N:1]1([C:7]2[CH:8]=[CH:9][C:10]3[CH2:11][N:12]([C:18]([O:20][C:21]([CH3:24])([CH3:23])[CH3:22])=[O:19])[CH2:13][CH2:14][O:15][C:16]=3[N:17]=2)[CH2:6][CH2:5][NH:4][CH2:3][CH2:2]1.C(OCC)C.[C:30]([N:34]=[C:35]=[O:36])([CH3:33])([CH3:32])[CH3:31]. Product: [C:30]([NH:34][C:35]([N:4]1[CH2:5][CH2:6][N:1]([C:7]2[CH:8]=[CH:9][C:10]3[CH2:11][N:12]([C:18]([O:20][C:21]([CH3:24])([CH3:23])[CH3:22])=[O:19])[CH2:13][CH2:14][O:15][C:16]=3[N:17]=2)[CH2:2][CH2:3]1)=[O:36])([CH3:33])([CH3:32])[CH3:31]. The catalyst class is: 1.